This data is from Catalyst prediction with 721,799 reactions and 888 catalyst types from USPTO. The task is: Predict which catalyst facilitates the given reaction. (1) Reactant: [Cl:1][C:2]1[CH:7]=[CH:6][C:5]([C:8]2[N:12]([C:13]3[CH:18]=[CH:17][C:16]([Cl:19])=[CH:15][C:14]=3[Cl:20])[N:11]=[C:10]([C:21](Cl)=[O:22])[C:9]=2[CH3:24])=[CH:4][CH:3]=1.[NH2:25][N:26]1[CH2:31][CH2:30][CH2:29][CH2:28][CH2:27]1.C(N(CC)CC)C. Product: [N:26]1([NH:25][C:21]([C:10]2[C:9]([CH3:24])=[C:8]([C:5]3[CH:4]=[CH:3][C:2]([Cl:1])=[CH:7][CH:6]=3)[N:12]([C:13]3[CH:18]=[CH:17][C:16]([Cl:19])=[CH:15][C:14]=3[Cl:20])[N:11]=2)=[O:22])[CH2:31][CH2:30][CH2:29][CH2:28][CH2:27]1. The catalyst class is: 4. (2) Product: [ClH:1].[NH:26]([C:12]1[N:11]=[C:10]([NH:9][C:6]2[CH:7]=[CH:8][C:3]([F:2])=[CH:4][CH:5]=2)[N:15]=[C:14]([NH:16][CH2:17][C:18]2[CH:23]=[CH:22][C:21](=[O:24])[NH:20][CH:19]=2)[N:13]=1)[C:27]1[CH:28]=[CH:29][CH:30]=[CH:31][CH:32]=1. Reactant: [ClH:1].[F:2][C:3]1[CH:8]=[CH:7][C:6]([NH:9][C:10]2[N:15]=[C:14]([NH:16][CH2:17][C:18]3[CH:19]=[N:20][C:21]([O:24]C)=[CH:22][CH:23]=3)[N:13]=[C:12]([NH:26][C:27]3[CH:32]=[CH:31][CH:30]=[CH:29][CH:28]=3)[N:11]=2)=[CH:5][CH:4]=1.C(O)(=O)C.Br.Br.C(OC(=O)C)C.Cl. The catalyst class is: 13.